From a dataset of Peptide-MHC class I binding affinity with 185,985 pairs from IEDB/IMGT. Regression. Given a peptide amino acid sequence and an MHC pseudo amino acid sequence, predict their binding affinity value. This is MHC class I binding data. (1) The peptide sequence is AVDLSHFLK. The MHC is HLA-A01:01 with pseudo-sequence HLA-A01:01. The binding affinity (normalized) is 0.254. (2) The peptide sequence is PDTRPAPGS. The MHC is Mamu-A11 with pseudo-sequence Mamu-A11. The binding affinity (normalized) is 0. (3) The peptide sequence is LLRDKDGVY. The MHC is HLA-B08:02 with pseudo-sequence HLA-B08:02. The binding affinity (normalized) is 0.0847. (4) The peptide sequence is LMQCWQLLA. The MHC is HLA-A69:01 with pseudo-sequence HLA-A69:01. The binding affinity (normalized) is 0.0847. (5) The peptide sequence is FTAYYLILA. The MHC is HLA-A68:02 with pseudo-sequence HLA-A68:02. The binding affinity (normalized) is 0.787. (6) The peptide sequence is EKAAWGVAL. The MHC is HLA-B46:01 with pseudo-sequence HLA-B46:01. The binding affinity (normalized) is 0.0847.